Task: Regression. Given a peptide amino acid sequence and an MHC pseudo amino acid sequence, predict their binding affinity value. This is MHC class I binding data.. Dataset: Peptide-MHC class I binding affinity with 185,985 pairs from IEDB/IMGT (1) The peptide sequence is MVCHRILTY. The MHC is HLA-A32:01 with pseudo-sequence HLA-A32:01. The binding affinity (normalized) is 0.240. (2) The peptide sequence is LRISSSFSF. The MHC is HLA-A29:02 with pseudo-sequence HLA-A29:02. The binding affinity (normalized) is 0.109. (3) The peptide sequence is STFTFPGIY. The MHC is BoLA-T2a with pseudo-sequence BoLA-T2a. The binding affinity (normalized) is 0.232. (4) The peptide sequence is KLMALELFK. The MHC is HLA-B15:17 with pseudo-sequence HLA-B15:17. The binding affinity (normalized) is 0.0847.